Dataset: Merck oncology drug combination screen with 23,052 pairs across 39 cell lines. Task: Regression. Given two drug SMILES strings and cell line genomic features, predict the synergy score measuring deviation from expected non-interaction effect. Drug 1: Nc1ccn(C2OC(CO)C(O)C2(F)F)c(=O)n1. Drug 2: O=C(NOCC(O)CO)c1ccc(F)c(F)c1Nc1ccc(I)cc1F. Cell line: DLD1. Synergy scores: synergy=22.7.